This data is from Full USPTO retrosynthesis dataset with 1.9M reactions from patents (1976-2016). The task is: Predict the reactants needed to synthesize the given product. (1) Given the product [CH:32]1([C:9]2[C:8]3[C:12](=[CH:13][C:5]([C:3]([OH:2])=[O:4])=[CH:6][CH:7]=3)[N:11]([CH2:14][C:15]([N:17]3[CH2:22][CH2:21][O:20][CH2:19][CH2:18]3)=[O:16])[C:10]=2[C:23]2[CH:24]=[C:25]3[C:26](=[CH:27][CH:28]=2)[N:29]=[C:44]([C:40]2[N:39]([CH3:38])[CH:43]=[CH:42][CH:41]=2)[CH:45]=[CH:30]3)[CH2:37][CH2:36][CH2:35][CH2:34][CH2:33]1, predict the reactants needed to synthesize it. The reactants are: C[O:2][C:3]([C:5]1[CH:13]=[C:12]2[C:8]([C:9]([CH:32]3[CH2:37][CH2:36][CH2:35][CH2:34][CH2:33]3)=[C:10]([C:23]3[CH:28]=[CH:27][C:26]([NH2:29])=[C:25]([CH:30]=O)[CH:24]=3)[N:11]2[CH2:14][C:15]([N:17]2[CH2:22][CH2:21][O:20][CH2:19][CH2:18]2)=[O:16])=[CH:7][CH:6]=1)=[O:4].[CH3:38][N:39]1[CH:43]=[CH:42][CH:41]=[C:40]1[C:44](=O)[CH3:45]. (2) The reactants are: Cl[C:2]1[CH:7]=[C:6]([C:8]2[C:9]([C:17]3[S:18][C:19]([Cl:22])=[CH:20][CH:21]=3)=[N:10][N:11]([CH:13]([CH2:15][CH3:16])[CH3:14])[CH:12]=2)[CH:5]=[CH:4][N:3]=1.[CH3:23][N:24](C)C=O. Given the product [C:23]([C:2]1[CH:7]=[C:6]([C:8]2[C:9]([C:17]3[S:18][C:19]([Cl:22])=[CH:20][CH:21]=3)=[N:10][N:11]([CH:13]([CH2:15][CH3:16])[CH3:14])[CH:12]=2)[CH:5]=[CH:4][N:3]=1)#[N:24], predict the reactants needed to synthesize it. (3) The reactants are: [CH:1]1[CH:2]=[CH:3][C:4]2[NH:11][C:10]([C:12]([OH:14])=[O:13])=[CH:9][C:7](=[O:8])[C:5]=2[CH:6]=1.[CH3:15]O. Given the product [OH:8][C:7]1[C:5]2[C:4](=[CH:3][CH:2]=[CH:1][CH:6]=2)[N:11]=[C:10]([C:12]([O:14][CH3:15])=[O:13])[CH:9]=1, predict the reactants needed to synthesize it. (4) Given the product [Br:1][C:2]1[CH:7]=[CH:6][N:5]=[C:4]([C:8]2[N:12]=[C:11]([C:13]3[N:14]=[CH:15][S:16][CH:17]=3)[N:10]([CH2:21][C:22]3[CH:27]=[CH:26][CH:25]=[CH:24][C:23]=3[F:28])[N:9]=2)[CH:3]=1.[Br:1][C:2]1[CH:7]=[CH:6][N:5]=[C:4]([C:8]2[N:9]([CH2:21][C:22]3[CH:27]=[CH:26][CH:25]=[CH:24][C:23]=3[F:28])[N:10]=[C:11]([C:13]3[N:14]=[CH:15][S:16][CH:17]=3)[N:12]=2)[CH:3]=1, predict the reactants needed to synthesize it. The reactants are: [Br:1][C:2]1[CH:7]=[CH:6][N:5]=[C:4]([C:8]2[N:12]=[C:11]([C:13]3[N:14]=[CH:15][S:16][CH:17]=3)[NH:10][N:9]=2)[CH:3]=1.[H-].[Na+].Br[CH2:21][C:22]1[CH:27]=[CH:26][CH:25]=[CH:24][C:23]=1[F:28].C(Cl)Cl.